From a dataset of Forward reaction prediction with 1.9M reactions from USPTO patents (1976-2016). Predict the product of the given reaction. (1) Given the reactants [C:1]([O:6]CC[N:9]=C=O)(=[O:5])[C:2](C)=[CH2:3].[C:12]([O:15][CH2:16][CH3:17])(=[O:14])C, predict the reaction product. The product is: [C:1]([OH:6])(=[O:5])[CH:2]=[CH2:3].[NH2:9][C:12]([O:15][CH2:16][CH3:17])=[O:14]. (2) Given the reactants C([O:8][C:9]1[CH:10]=[C:11]([CH:17]2[CH2:21][NH:20][C:19](=[O:22])[CH2:18]2)[CH:12]=[CH:13][C:14]=1[O:15][CH3:16])C1C=CC=CC=1.[H][H], predict the reaction product. The product is: [OH:8][C:9]1[CH:10]=[C:11]([CH:17]2[CH2:21][NH:20][C:19](=[O:22])[CH2:18]2)[CH:12]=[CH:13][C:14]=1[O:15][CH3:16]. (3) Given the reactants [Cl:1][C:2]1[CH:3]=[C:4](I)[C:5]([NH2:8])=[N:6][CH:7]=1.N12CCN(CC1)CC2.[CH3:18][C:19]([C:21]#[C:22][Si:23]([CH3:26])([CH3:25])[CH3:24])=[CH2:20], predict the reaction product. The product is: [Cl:1][C:2]1[CH:3]=[C:4]2[C:21]([C:19]([CH3:20])=[CH2:18])=[C:22]([Si:23]([CH3:26])([CH3:25])[CH3:24])[NH:8][C:5]2=[N:6][CH:7]=1. (4) Given the reactants Cl[C:2]1[CH:11]=[CH:10][N:9]=[C:8]2[C:3]=1[C:4]1[CH:16]=[C:15]([C:17]([NH:19][CH2:20][CH2:21][N:22]([CH3:24])[CH3:23])=[O:18])[CH:14]=[CH:13][C:5]=1[C:6](=[O:12])[NH:7]2.[NH2:25][C:26]1[CH:31]=[CH:30][C:29]([NH:32][C:33](=[O:42])[C:34]2[CH:39]=[CH:38][C:37]([F:40])=[C:36]([F:41])[CH:35]=2)=[CH:28][CH:27]=1, predict the reaction product. The product is: [F:41][C:36]1[CH:35]=[C:34]([CH:39]=[CH:38][C:37]=1[F:40])[C:33]([NH:32][C:29]1[CH:28]=[CH:27][C:26]([NH:25][C:2]2[CH:11]=[CH:10][N:9]=[C:8]3[C:3]=2[C:4]2[CH:16]=[C:15]([C:17]([NH:19][CH2:20][CH2:21][N:22]([CH3:24])[CH3:23])=[O:18])[CH:14]=[CH:13][C:5]=2[C:6](=[O:12])[NH:7]3)=[CH:31][CH:30]=1)=[O:42]. (5) Given the reactants [CH3:1][O:2][C:3](=[O:16])[C:4]([C:8](=[O:15])[NH:9][C:10](OCC)=[O:11])=[C:5]([NH2:7])[CH3:6], predict the reaction product. The product is: [CH3:1][O:2][C:3]([C:4]1[C:8](=[O:15])[NH:9][C:10](=[O:11])[NH:7][C:5]=1[CH3:6])=[O:16].